Regression. Given a peptide amino acid sequence and an MHC pseudo amino acid sequence, predict their binding affinity value. This is MHC class II binding data. From a dataset of Peptide-MHC class II binding affinity with 134,281 pairs from IEDB. The peptide sequence is GEIYKRWIILGLNKI. The MHC is DRB1_0701 with pseudo-sequence DRB1_0701. The binding affinity (normalized) is 0.514.